From a dataset of Forward reaction prediction with 1.9M reactions from USPTO patents (1976-2016). Predict the product of the given reaction. (1) The product is: [Cl:21][C:16]1[CH:15]=[C:14]([CH:13]2[O:12][CH2:11][CH2:10][N:9]([C:22]([O:24][C:25]([CH3:27])([CH3:26])[CH3:28])=[O:23])[CH2:8][CH:7]2[NH:6][S:2]([CH3:1])(=[O:4])=[O:3])[CH:19]=[CH:18][C:17]=1[Cl:20]. Given the reactants [CH3:1][S:2](Cl)(=[O:4])=[O:3].[NH2:6][CH:7]1[CH:13]([C:14]2[CH:19]=[CH:18][C:17]([Cl:20])=[C:16]([Cl:21])[CH:15]=2)[O:12][CH2:11][CH2:10][N:9]([C:22]([O:24][C:25]([CH3:28])([CH3:27])[CH3:26])=[O:23])[CH2:8]1.C(N(CC)CC)C.O, predict the reaction product. (2) Given the reactants C1(P(C2C=CC=CC=2)C2C=CC=CC=2)C=CC=CC=1.CC(OC(/N=N/C(OC(C)(C)C)=O)=O)(C)C.[OH:36][CH:37]1[CH2:42][CH2:41][N:40]([CH:43]([CH3:45])[CH3:44])[CH2:39][CH2:38]1.[Cl:46][C:47]1[N:56]=[CH:55][C:54]2[C:49](=[C:50](O)[CH:51]=[CH:52][CH:53]=2)[N:48]=1, predict the reaction product. The product is: [Cl:46][C:47]1[N:56]=[CH:55][C:54]2[C:49](=[C:50]([O:36][CH:37]3[CH2:42][CH2:41][N:40]([CH:43]([CH3:45])[CH3:44])[CH2:39][CH2:38]3)[CH:51]=[CH:52][CH:53]=2)[N:48]=1. (3) Given the reactants [CH3:1][C:2]1[C:7]([C:8]([OH:10])=O)=[CH:6][N:5]=[C:4]([C:11]2[N:16]=[CH:15][CH:14]=[CH:13][N:12]=2)[N:3]=1.[CH2:17]([C:19]1[C:27]2[C:22](=[CH:23][CH:24]=[C:25]([O:28][C:29]([F:32])([F:31])[F:30])[CH:26]=2)[N:21]([NH2:33])[CH:20]=1)[CH3:18].C[N+]1(C2N=C(OC)N=C(OC)N=2)CCOCC1.[Cl-], predict the reaction product. The product is: [CH2:17]([C:19]1[C:27]2[C:22](=[CH:23][CH:24]=[C:25]([O:28][C:29]([F:30])([F:32])[F:31])[CH:26]=2)[N:21]([NH:33][C:8]([C:7]2[C:2]([CH3:1])=[N:3][C:4]([C:11]3[N:16]=[CH:15][CH:14]=[CH:13][N:12]=3)=[N:5][CH:6]=2)=[O:10])[CH:20]=1)[CH3:18].